This data is from Full USPTO retrosynthesis dataset with 1.9M reactions from patents (1976-2016). The task is: Predict the reactants needed to synthesize the given product. (1) Given the product [CH3:1][N:2]([CH3:4])[N:3]1[C:21](=[O:22])[C:20]2[CH:23]=[C:24]3[O:30][CH:29]4[CH2:31][CH2:32][CH2:33][N:28]4[C:27](=[O:34])[C:25]3=[CH:26][C:19]=2[N:18]=[N:17]1, predict the reactants needed to synthesize it. The reactants are: [CH3:1][N:2]([CH3:4])[NH2:3].C(N(CC)CC)C.C1(N2[C:21](=[O:22])[C:20]3[CH:23]=[C:24]4[O:30][CH:29]5[CH2:31][CH2:32][CH2:33][N:28]5[C:27](=[O:34])[C:25]4=[CH:26][C:19]=3[N:18]=[N:17]2)CCC1.S(=O)(=O)(O)O. (2) Given the product [CH2:20]([C@@:11]1([CH3:23])[CH2:10][C@H:9]([C:24]2[CH:25]=[N:26][CH:27]=[C:28]([Cl:30])[CH:29]=2)[C@@H:8]([C:5]2[CH:6]=[CH:7][C:2]([Cl:1])=[CH:3][CH:4]=2)[N:14]([C@@H:15]([CH2:18][CH3:19])[CH2:16][OH:17])[C:12]1=[O:13])[CH:21]=[CH2:22], predict the reactants needed to synthesize it. The reactants are: [Cl:1][C:2]1[CH:7]=[CH:6][C:5]([C@H:8](O)[C@@H:9]([C:24]2[CH:25]=[N:26][CH:27]=[C:28]([Cl:30])[CH:29]=2)[CH2:10][C@:11]([CH3:23])([CH2:20][CH:21]=[CH2:22])[C:12]([NH:14][C@@H:15]([CH2:18][CH3:19])[CH2:16][OH:17])=[O:13])=[CH:4][CH:3]=1.ClC1C=CC([C@@H](O)[C@H](C2C=NC=C(Cl)C=2)C[C@@](C)(CC=C)C(N[C@@H](CC)CO)=O)=CC=1.C(N(CC)CC)C.Cl.CN(C)C.CC1C=CC(S(OS(C2C=CC(C)=CC=2)(=O)=O)(=O)=O)=CC=1. (3) Given the product [CH2:1]([C:3]1[CH:8]=[CH:7][CH:6]=[C:5]([CH2:9][CH3:10])[C:4]=1[C:11]1[CH:20]=[CH:19][C:18]2[CH:17]([OH:21])[CH2:16][CH2:15][CH2:14][C:13]=2[N:12]=1)[CH3:2], predict the reactants needed to synthesize it. The reactants are: [CH2:1]([C:3]1[CH:8]=[CH:7][CH:6]=[C:5]([CH2:9][CH3:10])[C:4]=1[C:11]1[CH:20]=[CH:19][C:18]2[C:17](=[O:21])[CH2:16][CH2:15][CH2:14][C:13]=2[N:12]=1)[CH3:2].[BH4-].[Na+]. (4) Given the product [CH3:16][C:15]1[C:20]([NH:10][CH:9]2[C:3]3[N:4]=[CH:5][CH:6]=[CH:7][C:2]=3[CH2:1][CH2:26][CH2:24]2)=[N:11][CH:12]=[C:13]([CH3:36])[CH:14]=1, predict the reactants needed to synthesize it. The reactants are: [CH3:1][C:2]1[C:3]([CH2:9][NH2:10])=[N:4][CH:5]=[C:6](C)[CH:7]=1.[N:11]1[C:20]2C(=O)CC[CH2:16][C:15]=2[CH:14]=[CH:13][CH:12]=1.[BH-](OC(C)=O)(OC(C)=O)O[C:24]([CH3:26])=O.[Na+].[CH2:36](Cl)Cl.